The task is: Predict the product of the given reaction.. This data is from Forward reaction prediction with 1.9M reactions from USPTO patents (1976-2016). (1) Given the reactants [C:1]1([NH:7]N)[CH:6]=[CH:5][CH:4]=[CH:3][CH:2]=1.C[OH:10].[CH3:11][C:12]([CH3:14])=[O:13].[C:15]1([CH3:21])[CH:20]=[CH:19][CH:18]=[CH:17][CH:16]=1, predict the reaction product. The product is: [C:12]([OH:10])(=[O:13])[CH2:14][CH2:6][CH3:1].[CH2:1]([NH2:7])[CH2:6][CH2:5][CH2:4][CH2:3][CH2:2][CH2:11][CH2:12][CH2:14][CH2:21][CH2:15][CH2:16][CH2:17][CH2:18][CH2:19][CH3:20]. (2) Given the reactants [NH2:1][CH2:2][C:3]1[CH:8]=[C:7](/[CH:9]=[CH:10]/[C:11]2[CH:16]=[C:15]([Br:17])[CH:14]=[C:13]([C:18]([CH3:21])([CH3:20])[CH3:19])[C:12]=2[O:22][CH3:23])[CH:6]=[CH:5][C:4]=1[NH:24][S:25]([CH3:28])(=[O:27])=[O:26].N1C=CC=CC=1.[C:35](OC(=O)C)(=[O:37])[CH3:36], predict the reaction product. The product is: [Br:17][C:15]1[CH:14]=[C:13]([C:18]([CH3:21])([CH3:20])[CH3:19])[C:12]([O:22][CH3:23])=[C:11](/[CH:10]=[CH:9]/[C:7]2[CH:6]=[CH:5][C:4]([NH:24][S:25]([CH3:28])(=[O:27])=[O:26])=[C:3]([CH:8]=2)[CH2:2][NH:1][C:35](=[O:37])[CH3:36])[CH:16]=1. (3) Given the reactants [CH:1]1[C:6]([C@@H:7](O)[C@H](NC(C(Cl)Cl)=O)CO)=[CH:5][CH:4]=[C:3]([N+]([O-])=O)C=1.[Cl-].[Cl-].[Ca+2].[CH2:24](O)C(N)(CO)CO.Cl.CC1(C)S[C@@H]2[C@H](NC([C@H](N)C3C=CC=CC=3)=O)C(=O)N2[C@H]1C(O)=O.O=[CH:58][C@@H:59]([C@H:61]([C@@H:63]([C@@H:65]([CH2:67]O)O)O)O)[OH:60], predict the reaction product. The product is: [CH3:1][C:6]([CH3:7])=[CH:5][CH2:4][CH2:3]/[C:67](/[CH3:24])=[CH:65]/[CH:63]=[CH:61]/[C:59]([CH3:58])=[O:60]. (4) The product is: [Cl:1][C:2]1[C:3]([CH3:24])=[C:4]([C:21](=[O:23])[CH3:22])[C:5]([O:20][CH2:32][CH2:31][C:26]2[CH:27]=[CH:28][CH:29]=[CH:30][N:25]=2)=[C:6]([CH2:10][CH2:11][CH2:12][CH2:13][C:14]2[CH:15]=[CH:16][CH:17]=[CH:18][CH:19]=2)[C:7]=1[O:8][CH3:9]. Given the reactants [Cl:1][C:2]1[C:3]([CH3:24])=[C:4]([C:21](=[O:23])[CH3:22])[C:5]([OH:20])=[C:6]([CH2:10][CH2:11][CH2:12][CH2:13][C:14]2[CH:19]=[CH:18][CH:17]=[CH:16][CH:15]=2)[C:7]=1[O:8][CH3:9].[N:25]1[CH:30]=[CH:29][CH:28]=[CH:27][C:26]=1[CH2:31][CH2:32]OS(C(F)(F)F)(=O)=O, predict the reaction product. (5) Given the reactants Cl[C:2]1[N:7]=[CH:6][C:5]([CH2:8][NH2:9])=[CH:4][CH:3]=1.[CH3:10][C:11]1[CH:16]=[C:15](B(O)O)[CH:14]=[CH:13][N:12]=1.[O-]P([O-])([O-])=O.[K+].[K+].[K+].COC1C=CC=C(OC)C=1C1C=CC=CC=1P(C1CCCCC1)C1CCCCC1, predict the reaction product. The product is: [CH3:10][C:11]1[CH:16]=[C:15]([C:2]2[N:7]=[CH:6][C:5]([CH2:8][NH2:9])=[CH:4][CH:3]=2)[CH:14]=[CH:13][N:12]=1.